Dataset: Forward reaction prediction with 1.9M reactions from USPTO patents (1976-2016). Task: Predict the product of the given reaction. (1) Given the reactants [CH3:1][O:2][CH2:3][CH:4]([N:8]1[C:17]2[C:12](=[CH:13][C:14](I)=[CH:15][CH:16]=2)[C:11](=[O:19])[C:10]([C:20]([N:22]2[CH2:27][CH2:26][N:25]([C:28]([O:30][C:31]([CH3:34])([CH3:33])[CH3:32])=[O:29])[CH2:24][CH2:23]2)=[O:21])=[CH:9]1)[CH2:5][O:6][CH3:7].[CH2:35]([NH:37][C:38]([NH:40][C:41]1[CH:46]=[C:45]([C:47]2[S:48][CH:49]=[C:50]([C:52]([F:55])([F:54])[F:53])[N:51]=2)[C:44](B2OC(C)(C)C(C)(C)O2)=[CH:43][N:42]=1)=[O:39])[CH3:36].C(=O)([O-])[O-].[Na+].[Na+], predict the reaction product. The product is: [CH3:1][O:2][CH2:3][CH:4]([N:8]1[C:17]2[C:12](=[CH:13][C:14]([C:44]3[CH:43]=[N:42][C:41]([NH:40][C:38](=[O:39])[NH:37][CH2:35][CH3:36])=[CH:46][C:45]=3[C:47]3[S:48][CH:49]=[C:50]([C:52]([F:55])([F:53])[F:54])[N:51]=3)=[CH:15][CH:16]=2)[C:11](=[O:19])[C:10]([C:20]([N:22]2[CH2:27][CH2:26][N:25]([C:28]([O:30][C:31]([CH3:34])([CH3:33])[CH3:32])=[O:29])[CH2:24][CH2:23]2)=[O:21])=[CH:9]1)[CH2:5][O:6][CH3:7]. (2) Given the reactants [F:1][C:2]1[CH:38]=[CH:37][C:5]([CH2:6][NH:7][C:8]([C:10]2[N:11]([CH2:31][CH:32](OC)OC)[CH:12]=[C:13]([C:25](=[O:30])[C:26]([CH3:29])([CH3:28])[CH3:27])[C:14](=[O:24])[C:15]=2[O:16]CC2C=CC=CC=2)=[O:9])=[CH:4][CH:3]=1.[ClH:39], predict the reaction product. The product is: [ClH:39].[CH3:28][C:26]([CH3:29])([CH3:27])[C:25]([C:13]1[C:14](=[O:24])[C:15]([OH:16])=[C:10]2[C:8](=[O:9])[N:7]([CH2:6][C:5]3[CH:37]=[CH:38][C:2]([F:1])=[CH:3][CH:4]=3)[CH:32]=[CH:31][N:11]2[CH:12]=1)=[O:30]. (3) Given the reactants [CH:1]1([C@H:7]([NH:16][CH2:17][C:18]2[CH:19]=[CH:20][C:21]([CH2:24][CH2:25][C:26](OCC)=[O:27])=[N:22][CH:23]=2)[C:8]([O:10][CH:11]2[CH2:15][CH2:14][CH2:13][CH2:12]2)=[O:9])[CH2:6][CH2:5][CH2:4][CH2:3][CH2:2]1.Cl.[NH2:32][OH:33].[OH-].[K+], predict the reaction product. The product is: [CH:1]1([C@H:7]([NH:16][CH2:17][C:18]2[CH:23]=[N:22][C:21]([CH2:24][CH2:25][C:26]([NH:32][OH:33])=[O:27])=[CH:20][CH:19]=2)[C:8]([O:10][CH:11]2[CH2:15][CH2:14][CH2:13][CH2:12]2)=[O:9])[CH2:2][CH2:3][CH2:4][CH2:5][CH2:6]1. (4) Given the reactants Br[C:2]1[CH:7]=[CH:6][C:5]([N+:8]([O-:10])=[O:9])=[CH:4][N:3]=1.[CH3:11][O:12][C:13](=[O:36])[CH2:14][CH:15]1[CH2:20][CH2:19][CH:18]([C:21]2[CH:26]=[CH:25][C:24](B3OC(C)(C)C(C)(C)O3)=[CH:23][CH:22]=2)[CH2:17][CH2:16]1.C(=O)([O-])[O-].[K+].[K+], predict the reaction product. The product is: [CH3:11][O:12][C:13](=[O:36])[CH2:14][CH:15]1[CH2:16][CH2:17][CH:18]([C:21]2[CH:22]=[CH:23][C:24]([C:2]3[CH:7]=[CH:6][C:5]([N+:8]([O-:10])=[O:9])=[CH:4][N:3]=3)=[CH:25][CH:26]=2)[CH2:19][CH2:20]1. (5) The product is: [CH3:21][N:22]([CH3:26])[CH2:23][CH2:24][NH:25][C:18](=[O:20])[CH2:17][CH2:16][N:14]1[CH:15]=[C:11]([C:6]2[C:5]3[C:9](=[CH:10][C:2]([F:1])=[CH:3][CH:4]=3)[NH:8][CH:7]=2)[CH:12]=[N:13]1. Given the reactants [F:1][C:2]1[CH:10]=[C:9]2[C:5]([C:6]([C:11]3[CH:12]=[N:13][N:14]([CH2:16][CH2:17][C:18]([OH:20])=O)[CH:15]=3)=[CH:7][NH:8]2)=[CH:4][CH:3]=1.[CH3:21][N:22]([CH3:26])[CH2:23][CH2:24][NH2:25], predict the reaction product. (6) Given the reactants [Cl:1][C:2]1[CH:34]=[CH:33][C:5]([CH2:6][N:7]2[CH2:12][CH2:11][CH:10]([NH:13][CH2:14][C@@:15]([OH:32])([CH3:31])[CH2:16][O:17][C:18]3[CH:23]=[CH:22][C:21]([F:24])=[CH:20][C:19]=3/[CH:25]=[CH:26]/[C:27]([O:29][CH3:30])=[O:28])[CH2:9][CH2:8]2)=[CH:4][CH:3]=1, predict the reaction product. The product is: [Cl:1][C:2]1[CH:34]=[CH:33][C:5]([CH2:6][N:7]2[CH2:12][CH2:11][CH:10]([NH:13][CH2:14][C@@:15]([OH:32])([CH3:31])[CH2:16][O:17][C:18]3[CH:23]=[CH:22][C:21]([F:24])=[CH:20][C:19]=3[CH2:25][CH2:26][C:27]([O:29][CH3:30])=[O:28])[CH2:9][CH2:8]2)=[CH:4][CH:3]=1. (7) Given the reactants [Cl:1][C:2]1[C:3]([N:13]2[CH2:18][CH2:17][NH:16][CH2:15][CH2:14]2)=[N:4][CH:5]=[C:6]([CH:12]=1)[C:7]([O:9][CH2:10][CH3:11])=[O:8].[N:19]([C@@H:22]1[CH2:24][C@@H:23]1[C:25]1[CH:30]=[CH:29][CH:28]=[CH:27][CH:26]=1)=[C:20]=[O:21], predict the reaction product. The product is: [Cl:1][C:2]1[C:3]([N:13]2[CH2:18][CH2:17][N:16]([C:20]([NH:19][C@@H:22]3[CH2:24][C@@H:23]3[C:25]3[CH:30]=[CH:29][CH:28]=[CH:27][CH:26]=3)=[O:21])[CH2:15][CH2:14]2)=[N:4][CH:5]=[C:6]([CH:12]=1)[C:7]([O:9][CH2:10][CH3:11])=[O:8].